From a dataset of Reaction yield outcomes from USPTO patents with 853,638 reactions. Predict the reaction yield, written as a fraction of the theoretical maximum amount of product (1.0 means a 100% yield; for example, 0.34 means a 34% yield). The catalyst is O1CCCC1.[Cl-].[NH4+].C(#N)C. The yield is 0.640. The product is [CH3:13][O:12][C:5]1[C:4]2[C:9](=[CH:10][CH:11]=[C:2]([CH:21]=[O:22])[CH:3]=2)[N:8]=[CH:7][CH:6]=1. The reactants are Br[C:2]1[CH:3]=[C:4]2[C:9](=[CH:10][CH:11]=1)[N:8]=[CH:7][CH:6]=[C:5]2[O:12][CH3:13].C([Li])CCC.CN(C)[CH:21]=[O:22].